From a dataset of Full USPTO retrosynthesis dataset with 1.9M reactions from patents (1976-2016). Predict the reactants needed to synthesize the given product. (1) The reactants are: C[O:2][C:3]1[C:13]2[S:12][C:11]3[CH:14]=[CH:15][CH:16]=[CH:17][C:10]=3[CH2:9][C:8](=[O:18])[C:7]=2[CH:6]=[CH:5][CH:4]=1.Cl.N1C=CC=CC=1.N#N. Given the product [OH:2][C:3]1[C:13]2[S:12][C:11]3[CH:14]=[CH:15][CH:16]=[CH:17][C:10]=3[CH2:9][C:8](=[O:18])[C:7]=2[CH:6]=[CH:5][CH:4]=1, predict the reactants needed to synthesize it. (2) Given the product [F:1][C:2]([F:15])([F:16])[C:3]1[CH:4]=[C:5]([CH:6]([OH:7])[CH:20]([N+:17]([O-:19])=[O:18])[CH3:21])[CH:8]=[C:9]([C:11]([F:14])([F:12])[F:13])[CH:10]=1, predict the reactants needed to synthesize it. The reactants are: [F:1][C:2]([F:16])([F:15])[C:3]1[CH:4]=[C:5]([CH:8]=[C:9]([C:11]([F:14])([F:13])[F:12])[CH:10]=1)[CH:6]=[O:7].[N+:17]([CH2:20][CH3:21])([O-:19])=[O:18].[OH-].[Na+].C(O)(=O)C. (3) Given the product [N:18]1[C:19]2[C:24](=[CH:23][CH:22]=[CH:21][CH:20]=2)[CH:25]=[CH:26][C:17]=1[N:11]1[CH2:16][CH2:15][N:14]([CH:2]([CH3:10])[CH2:3][CH2:4][CH2:5][C:6]([O:8][CH3:9])=[O:7])[CH2:13][CH2:12]1, predict the reactants needed to synthesize it. The reactants are: O=[C:2]([CH3:10])[CH2:3][CH2:4][CH2:5][C:6]([O:8][CH3:9])=[O:7].[N:11]1([C:17]2[CH:26]=[CH:25][C:24]3[C:19](=[CH:20][CH:21]=[CH:22][CH:23]=3)[N:18]=2)[CH2:16][CH2:15][NH:14][CH2:13][CH2:12]1.